From a dataset of Full USPTO retrosynthesis dataset with 1.9M reactions from patents (1976-2016). Predict the reactants needed to synthesize the given product. (1) Given the product [NH2:32][C:27]1[C:26]([C:24]#[C:23][C@H:13]2[O:12][CH2:11][C@@H:10]([CH2:9][O:8][Si:1]([C:4]([CH3:7])([CH3:6])[CH3:5])([CH3:3])[CH3:2])[N:15]([C:16]([O:18][C:19]([CH3:22])([CH3:21])[CH3:20])=[O:17])[CH2:14]2)=[CH:31][CH:30]=[CH:29][N:28]=1, predict the reactants needed to synthesize it. The reactants are: [Si:1]([O:8][CH2:9][C@H:10]1[N:15]([C:16]([O:18][C:19]([CH3:22])([CH3:21])[CH3:20])=[O:17])[CH2:14][C@@H:13]([C:23]#[CH:24])[O:12][CH2:11]1)([C:4]([CH3:7])([CH3:6])[CH3:5])([CH3:3])[CH3:2].Br[C:26]1[C:27]([NH2:32])=[N:28][CH:29]=[CH:30][CH:31]=1.C(N(CC)CC)C. (2) Given the product [CH3:34][C:10]1([CH2:9][OH:8])[S:16][CH2:15][CH2:14][N:13]2[C:17]([C:20]3([C:23]4[CH:24]=[CH:25][C:26]([C:29]5[NH:33][N:32]=[CH:31][CH:30]=5)=[CH:27][CH:28]=4)[CH2:22][CH2:21]3)=[N:18][N:19]=[C:12]2[CH2:11]1, predict the reactants needed to synthesize it. The reactants are: [Si]([O:8][CH2:9][C:10]1([CH3:34])[S:16][CH2:15][CH2:14][N:13]2[C:17]([C:20]3([C:23]4[CH:28]=[CH:27][C:26]([C:29]5[NH:33][N:32]=[CH:31][CH:30]=5)=[CH:25][CH:24]=4)[CH2:22][CH2:21]3)=[N:18][N:19]=[C:12]2[CH2:11]1)(C(C)(C)C)(C)C.Cl. (3) The reactants are: [C:1]([O:5][C:6]([N:8]1[CH2:13][CH2:12][CH:11]([CH2:14][C:15]([OH:17])=O)[CH2:10][CH2:9]1)=[O:7])([CH3:4])([CH3:3])[CH3:2].N=C=N.[CH:21]([C:24]1[CH:30]=[CH:29][C:27]([NH2:28])=[CH:26][CH:25]=1)([CH3:23])[CH3:22]. Given the product [C:1]([O:5][C:6]([N:8]1[CH2:9][CH2:10][CH:11]([CH2:14][C:15](=[O:17])[NH:28][C:27]2[CH:29]=[CH:30][C:24]([CH:21]([CH3:23])[CH3:22])=[CH:25][CH:26]=2)[CH2:12][CH2:13]1)=[O:7])([CH3:2])([CH3:3])[CH3:4], predict the reactants needed to synthesize it. (4) Given the product [N+:12]([C:3]1[CH:4]=[C:5]([S:8]([NH2:11])(=[O:10])=[O:9])[CH:6]=[CH:7][C:2]=1[NH:25][CH:22]1[CH2:23][CH2:24][N:19]([CH2:18][C:17]([F:27])([F:16])[F:26])[CH2:20][CH2:21]1)([O-:14])=[O:13], predict the reactants needed to synthesize it. The reactants are: Cl[C:2]1[CH:7]=[CH:6][C:5]([S:8]([NH2:11])(=[O:10])=[O:9])=[CH:4][C:3]=1[N+:12]([O-:14])=[O:13].Cl.[F:16][C:17]([F:27])([F:26])[CH2:18][N:19]1[CH2:24][CH2:23][CH:22]([NH2:25])[CH2:21][CH2:20]1.C(N(CC)CC)C.O1CCOCC1.